From a dataset of Full USPTO retrosynthesis dataset with 1.9M reactions from patents (1976-2016). Predict the reactants needed to synthesize the given product. (1) The reactants are: [OH-].[Na+].[F:3][C:4]([F:34])([F:33])[C:5]1[CH:6]=[C:7]([CH:30]=[CH:31][CH:32]=1)[CH2:8][N:9]1[CH2:18][CH2:17][C:16]2[C:11](=[C:12]([C:19]3[CH:20]=[C:21]([CH:27]=[CH:28][CH:29]=3)[C:22]([O:24]CC)=O)[CH:13]=[CH:14][CH:15]=2)[CH2:10]1.Cl.[NH2:36][CH2:37][CH2:38][C:39]#[N:40].CCN=C=NCCCN(C)C.C1C=CC2N(O)N=NC=2C=1. Given the product [C:37]([CH2:38][CH2:39][NH:40][C:22](=[O:24])[C:21]1[CH:27]=[CH:28][CH:29]=[C:19]([C:12]2[CH:13]=[CH:14][CH:15]=[C:16]3[C:11]=2[CH2:10][N:9]([CH2:8][C:7]2[CH:30]=[CH:31][CH:32]=[C:5]([C:4]([F:3])([F:34])[F:33])[CH:6]=2)[CH2:18][CH2:17]3)[CH:20]=1)#[N:36], predict the reactants needed to synthesize it. (2) Given the product [CH3:6][O:5][C:1]([C:2]1[S:3][C:12]2[CH:13]=[C:14]([O:16][CH3:17])[CH:15]=[CH:8][C:9]=2[CH:10]=1)=[O:4], predict the reactants needed to synthesize it. The reactants are: [C:1]([O:5][CH3:6])(=[O:4])[CH2:2][SH:3].F[C:8]1[CH:15]=[C:14]([O:16][CH3:17])[CH:13]=[CH:12][C:9]=1[CH:10]=O.